This data is from Reaction yield outcomes from USPTO patents with 853,638 reactions. The task is: Predict the reaction yield, written as a fraction of the theoretical maximum amount of product (1.0 means a 100% yield; for example, 0.34 means a 34% yield). The reactants are [Li+].[BH4-].[C:3]([O:7][C:8]([N:10]1[CH2:15][CH2:14][C:13]2[N:16]([CH2:29][CH2:30][C:31](OC)=[O:32])[N:17]=[C:18]([C:19]3[CH:24]=[CH:23][C:22]([C:25]([F:28])([F:27])[F:26])=[CH:21][CH:20]=3)[C:12]=2[CH2:11]1)=[O:9])([CH3:6])([CH3:5])[CH3:4]. The catalyst is C1COCC1. The product is [C:3]([O:7][C:8]([N:10]1[CH2:15][CH2:14][C:13]2[N:16]([CH2:29][CH2:30][CH2:31][OH:32])[N:17]=[C:18]([C:19]3[CH:24]=[CH:23][C:22]([C:25]([F:28])([F:26])[F:27])=[CH:21][CH:20]=3)[C:12]=2[CH2:11]1)=[O:9])([CH3:6])([CH3:5])[CH3:4]. The yield is 0.950.